The task is: Predict the reactants needed to synthesize the given product.. This data is from Full USPTO retrosynthesis dataset with 1.9M reactions from patents (1976-2016). (1) Given the product [F:23][C:20]1[CH:21]=[CH:22][C:17]([C:15]2[N:16]=[C:12]([C@H:11]3[CH2:10][C:3]4[C:4]5[C:9](=[CH:8][CH:7]=[CH:6][CH:5]=5)[NH:1][C:2]=4[CH:33]([C:32]([O:36][CH2:37][CH3:38])=[O:35])[NH:24]3)[NH:13][CH:14]=2)=[CH:18][CH:19]=1, predict the reactants needed to synthesize it. The reactants are: [NH:1]1[C:9]2[C:4](=[CH:5][CH:6]=[CH:7][CH:8]=2)[C:3]([CH2:10][C@@H:11]([NH:24]C(=O)OC(C)(C)C)[C:12]2[NH:13][CH:14]=[C:15]([C:17]3[CH:22]=[CH:21][C:20]([F:23])=[CH:19][CH:18]=3)[N:16]=2)=[CH:2]1.[C:32]([O:36][CH2:37][CH3:38])(=[O:35])[CH:33]=O.C1(C)C=CC=CC=1. (2) Given the product [ClH:49].[Cl:49][C:50]1[C:55]([F:56])=[C:54]([F:57])[CH:53]=[CH:52][C:51]=1[CH2:58][NH:59][C:7]([CH:6]1[CH2:5][N:4]([CH2:10][C:11]2[CH:16]=[CH:15][CH:14]=[CH:13][N:12]=2)[C:3](=[O:17])[N:2]1[CH3:1])=[O:9], predict the reactants needed to synthesize it. The reactants are: [CH3:1][N:2]1[CH:6]([C:7]([OH:9])=O)[CH2:5][N:4]([CH2:10][C:11]2[CH:16]=[CH:15][CH:14]=[CH:13][N:12]=2)[C:3]1=[O:17].O.ON1C2C=CC=CC=2N=N1.Cl.C(N=C=NCCCN(C)C)C.C(N1CCOCC1)C.[Cl:49][C:50]1[C:55]([F:56])=[C:54]([F:57])[CH:53]=[CH:52][C:51]=1[CH2:58][NH2:59]. (3) Given the product [C:1]([O:5][C:6]([N:8]1[CH2:12][C@H:11]([F:13])[CH2:10][C@H:9]1[C:14](=[O:27])[NH:15][C:16]1[CH:21]=[C:20]([C:22]([OH:24])=[O:23])[CH:19]=[C:18]([Br:26])[CH:17]=1)=[O:7])([CH3:4])([CH3:2])[CH3:3], predict the reactants needed to synthesize it. The reactants are: [C:1]([O:5][C:6]([N:8]1[CH2:12][C@H:11]([F:13])[CH2:10][C@H:9]1[C:14](=[O:27])[NH:15][C:16]1[CH:21]=[C:20]([C:22]([O:24]C)=[O:23])[CH:19]=[C:18]([Br:26])[CH:17]=1)=[O:7])([CH3:4])([CH3:3])[CH3:2].O[Li].O. (4) The reactants are: C[O:2][C:3]([C:5]1[C:13]2[N:12]=[C:11]([C:14]3[CH:19]=[CH:18][C:17]([Cl:20])=[CH:16][CH:15]=3)[NH:10][C:9]=2[C:8]([OH:21])=[CH:7][CH:6]=1)=[O:4].O[Li].O. Given the product [Cl:20][C:17]1[CH:16]=[CH:15][C:14]([C:11]2[NH:10][C:9]3[C:8]([OH:21])=[CH:7][CH:6]=[C:5]([C:3]([OH:4])=[O:2])[C:13]=3[N:12]=2)=[CH:19][CH:18]=1, predict the reactants needed to synthesize it. (5) Given the product [CH3:47][N:46]([CH3:48])[CH:39]([C:40]1[CH:45]=[CH:44][CH:43]=[CH:42][CH:41]=1)[CH2:38][NH:37][C:3]([C:5]1[N:14]2[C:8]([CH2:9][N:10]([C:19]([C:21]3[CH:26]=[CH:25][C:24]([C:27]4[CH:32]=[CH:31][CH:30]=[CH:29][C:28]=4[O:33][CH3:34])=[CH:23][CH:22]=3)=[O:20])[C:11]3[CH:18]=[CH:17][CH:16]=[CH:15][C:12]=3[CH2:13]2)=[CH:7][CH:6]=1)=[O:4], predict the reactants needed to synthesize it. The reactants are: ClC(Cl)(Cl)[C:3]([C:5]1[N:14]2[C:8]([CH2:9][N:10]([C:19]([C:21]3[CH:26]=[CH:25][C:24]([C:27]4[CH:32]=[CH:31][CH:30]=[CH:29][C:28]=4[O:33][CH3:34])=[CH:23][CH:22]=3)=[O:20])[C:11]3[CH:18]=[CH:17][CH:16]=[CH:15][C:12]=3[CH2:13]2)=[CH:7][CH:6]=1)=[O:4].[NH2:37][CH2:38][CH:39]([N:46]([CH3:48])[CH3:47])[C:40]1[CH:45]=[CH:44][CH:43]=[CH:42][CH:41]=1.CS(C)=O.C(N(CC)CC)C. (6) Given the product [C:2](#[N:1])[CH3:3].[OH2:12].[NH4+:29].[OH-:23].[C:16]1([C@@H:14]2[CH2:15][C@H:13]2[NH:6][CH2:5][CH:3]2[CH2:2][N:1]([CH2:22][C:24]3[CH:31]=[CH:30][C:27]([C:28]#[N:29])=[CH:26][CH:25]=3)[CH2:4]2)[CH:17]=[CH:18][CH:19]=[CH:20][CH:21]=1, predict the reactants needed to synthesize it. The reactants are: [NH:1]1[CH2:4][CH:3]([CH2:5][N:6]([C@@H:13]2[CH2:15][C@H:14]2[C:16]2[CH:21]=[CH:20][CH:19]=[CH:18][CH:17]=2)C(=[O:12])C(F)(F)F)[CH2:2]1.[CH:22]([C:24]1[CH:31]=[CH:30][C:27]([C:28]#[N:29])=[CH:26][CH:25]=1)=[O:23].C(O)(=O)C.C(O[BH-](OC(=O)C)OC(=O)C)(=O)C.[Na+].[OH-].[Na+].